This data is from Forward reaction prediction with 1.9M reactions from USPTO patents (1976-2016). The task is: Predict the product of the given reaction. (1) Given the reactants Br[C:2]1[N:7]=[CH:6][C:5]([CH:8]=[O:9])=[CH:4][CH:3]=1.C(=O)([O-])[O-].[Na+].[Na+].[F:16][C:17]([F:28])([F:27])[C:18]1[CH:19]=[C:20](B(O)O)[CH:21]=[CH:22][CH:23]=1, predict the reaction product. The product is: [F:16][C:17]([F:28])([F:27])[C:18]1[CH:23]=[C:22]([C:2]2[N:7]=[CH:6][C:5]([CH:8]=[O:9])=[CH:4][CH:3]=2)[CH:21]=[CH:20][CH:19]=1. (2) Given the reactants [ClH:1].Cl.[CH2:3]([N:10]1[CH2:15][CH2:14][NH:13][CH2:12][CH2:11]1)[C:4]1[CH:9]=[CH:8][CH:7]=[CH:6][CH:5]=1.Br[CH2:17][C:18]([C:20]1[CH:25]=[CH:24][C:23]([O:26][CH3:27])=[CH:22][CH:21]=1)=[O:19].C([O-])([O-])=O.[K+].[K+], predict the reaction product. The product is: [ClH:1].[ClH:1].[CH2:3]([N:10]1[CH2:15][CH2:14][N:13]([CH2:17][C:18]([C:20]2[CH:25]=[CH:24][C:23]([O:26][CH3:27])=[CH:22][CH:21]=2)=[O:19])[CH2:12][CH2:11]1)[C:4]1[CH:5]=[CH:6][CH:7]=[CH:8][CH:9]=1. (3) Given the reactants [CH2:1]1[C:9]2[C:8]3[CH:10]=[CH:11][CH:12]=[CH:13][C:7]=3[O:6][C:5]=2[CH2:4][CH2:3][CH:2]1[NH2:14].[F:15][C:16]([F:27])([F:26])[C:17]1[CH:25]=[CH:24][C:20]([C:21](Cl)=[O:22])=[CH:19][CH:18]=1.N1C=CC=CC=1, predict the reaction product. The product is: [CH:1]1[C:9]2[C:8]3[CH2:10][CH2:11][CH2:12][CH2:13][C:7]=3[O:6][C:5]=2[CH:4]=[CH:3][C:2]=1[NH:14][C:21](=[O:22])[C:20]1[CH:24]=[CH:25][C:17]([C:16]([F:15])([F:26])[F:27])=[CH:18][CH:19]=1. (4) Given the reactants [H-].[Na+].[CH3:3][CH:4]1[CH:9]([CH3:10])[CH2:8][CH2:7][CH2:6][CH:5]1[OH:11].[Cl:12][C:13]1[CH:18]=[C:17](Cl)[N:16]=[CH:15][N:14]=1.[Cl-].[NH4+], predict the reaction product. The product is: [Cl:12][C:13]1[CH:18]=[C:17]([O:11][CH:5]2[CH2:6][CH2:7][CH2:8][CH:9]([CH3:10])[CH:4]2[CH3:3])[N:16]=[CH:15][N:14]=1.